Dataset: Catalyst prediction with 721,799 reactions and 888 catalyst types from USPTO. Task: Predict which catalyst facilitates the given reaction. (1) Reactant: C(O[CH:4](OCC)[C:5]([C:7]1[CH:16]=[CH:15][C:10]([C:11]([O:13][CH3:14])=[O:12])=[C:9]([F:17])[CH:8]=1)=O)C.[NH2:21][NH:22][C:23]([NH2:25])=[S:24].O.[C:27]1(C)C=CC(S(O)(=O)=O)=CC=1.CI. Product: [F:17][C:9]1[CH:8]=[C:7]([C:5]2[N:21]=[N:22][C:23]([S:24][CH3:27])=[N:25][CH:4]=2)[CH:16]=[CH:15][C:10]=1[C:11]([O:13][CH3:14])=[O:12]. The catalyst class is: 8. (2) Reactant: [CH3:1][O:2][CH2:3][CH2:4][N:5]1[C:9]([CH3:10])=[C:8]([CH3:11])[S:7][C:6]1=[NH:12].CCN(CC)CC.[Cl:20][C:21]1[C:29]([Cl:30])=[CH:28][CH:27]=[CH:26][C:22]=1[C:23](Cl)=[O:24]. Product: [Cl:20][C:21]1[C:29]([Cl:30])=[CH:28][CH:27]=[CH:26][C:22]=1[C:23](/[N:12]=[C:6]1\[S:7][C:8]([CH3:11])=[C:9]([CH3:10])[N:5]\1[CH2:4][CH2:3][O:2][CH3:1])=[O:24]. The catalyst class is: 1. (3) The catalyst class is: 11. Reactant: [C:1]([O:10]C)(=O)[C:2]1[C:3](=[CH:5][CH:6]=[CH:7][CH:8]=1)[SH:4].[S:12]1[CH:16]=[CH:15][CH:14]=[C:13]1[C:17]1C=[N:23][CH:22]=[CH:21][C:18]=1C#N.[CH2:25]([N:27](CC)CC)[CH3:26]. Product: [S:12]1[CH:16]=[CH:15][CH:14]=[C:13]1[C:17]1[CH:18]=[C:21]([C:22]2[S:4][C:3]3[CH:5]=[CH:6][CH:7]=[CH:8][C:2]=3[C:1](=[O:10])[N:23]=2)[CH:26]=[CH:25][N:27]=1. (4) Reactant: [NH3:1].CC(O)C.Cl[C:7]([C:34]1[CH:39]=[CH:38][C:37]([Cl:40])=[CH:36][CH:35]=1)([C:28]1[N:32]([CH3:33])[CH:31]=[N:30][CH:29]=1)[C:8]1[CH:9]=[CH:10][C:11]2[N:17]([CH3:18])[C:16](=[O:19])[CH2:15][S:14][CH:13]([C:20]3[CH:25]=[CH:24][CH:23]=[C:22]([Cl:26])[CH:21]=3)[C:12]=2[CH:27]=1. Product: [NH2:1][C:7]([C:34]1[CH:35]=[CH:36][C:37]([Cl:40])=[CH:38][CH:39]=1)([C:28]1[N:32]([CH3:33])[CH:31]=[N:30][CH:29]=1)[C:8]1[CH:9]=[CH:10][C:11]2[N:17]([CH3:18])[C:16](=[O:19])[CH2:15][S:14][CH:13]([C:20]3[CH:25]=[CH:24][CH:23]=[C:22]([Cl:26])[CH:21]=3)[C:12]=2[CH:27]=1. The catalyst class is: 1. (5) Reactant: [CH3:1][C:2]([CH3:24])([CH3:23])[CH2:3][N:4]1[C:8]2=[N:9][C:10]([C:13]#[C:14][C:15]3[CH:20]=[CH:19][C:18]([F:21])=[CH:17][CH:16]=3)=[CH:11][CH:12]=[C:7]2[N:6]=[C:5]1[NH2:22].C. Product: [CH3:1][C:2]([CH3:24])([CH3:23])[CH2:3][N:4]1[C:8]2=[N:9][C:10]([CH2:13][CH2:14][C:15]3[CH:16]=[CH:17][C:18]([F:21])=[CH:19][CH:20]=3)=[CH:11][CH:12]=[C:7]2[N:6]=[C:5]1[NH2:22]. The catalyst class is: 5. (6) Reactant: C([N:8]1[CH2:13][CH2:12][C:11]([CH3:14])=[C:10]([C:15]2[CH:20]=[CH:19][C:18]([NH:21][C:22](=[O:31])[C:23]3[C:28]([F:29])=[CH:27][CH:26]=[CH:25][C:24]=3[F:30])=[CH:17][CH:16]=2)[CH2:9]1)C1C=CC=CC=1.Cl[C:33]([O:35][CH2:36][CH3:37])=[O:34]. Product: [F:30][C:24]1[CH:25]=[CH:26][CH:27]=[C:28]([F:29])[C:23]=1[C:22]([NH:21][C:18]1[CH:17]=[CH:16][C:15]([C:10]2[CH2:9][N:8]([C:33]([O:35][CH2:36][CH3:37])=[O:34])[CH2:13][CH2:12][C:11]=2[CH3:14])=[CH:20][CH:19]=1)=[O:31]. The catalyst class is: 2. (7) Reactant: C(O[C:6]([NH:8][NH:9][C:10]([C:12]1[CH:13]=[N:14][C:15]([F:18])=[CH:16][CH:17]=1)=[S:11])=[O:7])(C)(C)C.C(OC(NNC(=O)C1C=CC(F)=CC=1)=O)(C)(C)C.C(O)(C(F)(F)F)=O.C1(SC)C=CC=CC=1.CCN(C(C)C)C(C)C.[F:61][CH:62]([F:72])[O:63][C:64]1[CH:71]=[CH:70][CH:69]=[CH:68][C:65]=1[CH:66]=O.[F:73][C:74]1[CH:82]=[C:81]([F:83])[CH:80]=[C:79]([F:84])[C:75]=1C(Cl)=O. Product: [F:61][CH:62]([F:72])[O:63][C:64]1[CH:71]=[CH:70][CH:69]=[CH:68][C:65]=1[CH:66]1[N:8]([C:6]([C:75]2[C:74]([F:73])=[CH:82][C:81]([F:83])=[CH:80][C:79]=2[F:84])=[O:7])[N:9]=[C:10]([C:12]2[CH:13]=[N:14][C:15]([F:18])=[CH:16][CH:17]=2)[S:11]1. The catalyst class is: 2. (8) Reactant: [F:1][C:2]1[CH:9]=[CH:8][C:5]([CH:6]=O)=[CH:4][CH:3]=1.[C:10](#[N:14])[CH2:11][C:12]#[N:13].C(N(CC)CC)C.[CH3:22][N:23]1[C:27](=[O:28])[CH2:26][C:25]([C:29]2[CH:34]=[CH:33][CH:32]=[CH:31][CH:30]=2)=[N:24]1. Product: [NH2:13][C:12]1[O:28][C:27]2[N:23]([CH3:22])[N:24]=[C:25]([C:29]3[CH:34]=[CH:33][CH:32]=[CH:31][CH:30]=3)[C:26]=2[CH:6]([C:5]2[CH:8]=[CH:9][C:2]([F:1])=[CH:3][CH:4]=2)[C:11]=1[C:10]#[N:14]. The catalyst class is: 8.